From a dataset of Forward reaction prediction with 1.9M reactions from USPTO patents (1976-2016). Predict the product of the given reaction. (1) Given the reactants [N:1]1([C:7]([O:9][CH2:10][CH3:11])=[O:8])[CH2:6][CH2:5][NH:4][CH2:3][CH2:2]1.Br[CH2:13][CH2:14][CH2:15][CH2:16][CH2:17][OH:18].C(=O)([O-])[O-].[K+].[K+], predict the reaction product. The product is: [OH:18][CH2:17][CH2:16][CH2:15][CH2:14][CH2:13][N:4]1[CH2:5][CH2:6][N:1]([C:7]([O:9][CH2:10][CH3:11])=[O:8])[CH2:2][CH2:3]1. (2) Given the reactants P([O-])([O-])([O-])=O.[Na+].[Na+].[Na+].C1(C)C=CC=CC=1.Cl[C:17]1[CH:22]=[CH:21][CH:20]=[CH:19][CH:18]=1.[C:23]([CH2:25][C:26]([O:28][CH2:29][CH3:30])=[O:27])#[N:24], predict the reaction product. The product is: [CH2:29]([O:28][C:26](=[O:27])[CH:25]([C:23]#[N:24])[C:17]1[CH:22]=[CH:21][CH:20]=[CH:19][CH:18]=1)[CH3:30].